This data is from Forward reaction prediction with 1.9M reactions from USPTO patents (1976-2016). The task is: Predict the product of the given reaction. (1) The product is: [CH3:1][O:2][C:3]1[CH:4]=[C:5]2[C:10](=[CH:11][C:12]=1[O:13][CH3:14])[N:9]=[CH:8][CH:7]=[C:6]2[O:15][C:16]1[C:22]([CH3:23])=[CH:21][C:19]([NH:20][C:29](=[O:35])[O:30][CH2:31][N:39]2[C:47](=[O:48])[C:46]3[C:41](=[CH:42][CH:43]=[CH:44][CH:45]=3)[C:40]2=[O:49])=[C:18]([CH3:24])[CH:17]=1. Given the reactants [CH3:1][O:2][C:3]1[CH:4]=[C:5]2[C:10](=[CH:11][C:12]=1[O:13][CH3:14])[N:9]=[CH:8][CH:7]=[C:6]2[O:15][C:16]1[C:22]([CH3:23])=[CH:21][C:19]([NH2:20])=[C:18]([CH3:24])[CH:17]=1.ClC(Cl)(O[C:29](=[O:35])[O:30][C:31](Cl)(Cl)Cl)Cl.OC[N:39]1[C:47](=[O:48])[C:46]2[C:41](=[CH:42][CH:43]=[CH:44][CH:45]=2)[C:40]1=[O:49].C(=O)(O)[O-].[Na+], predict the reaction product. (2) Given the reactants [CH2:1]([N:8]1[CH2:13][C@H:12]([O:14][Si:15]([C:18]([CH3:21])([CH3:20])[CH3:19])([CH3:17])[CH3:16])[CH2:11][C@@H:10]([OH:22])[CH2:9]1)[C:2]1[CH:7]=[CH:6][CH:5]=[CH:4][CH:3]=1.[C:23](O)(=[O:30])[C:24]1[CH:29]=[CH:28][CH:27]=[CH:26][CH:25]=1.N(C(OCC)=O)=NC(OCC)=O.C1(P(C2C=CC=CC=2)C2C=CC=CC=2)C=CC=CC=1, predict the reaction product. The product is: [CH2:1]([N:8]1[CH2:13][C@H:12]([O:14][Si:15]([C:18]([CH3:19])([CH3:21])[CH3:20])([CH3:16])[CH3:17])[CH2:11][C@H:10]([O:22][C:23](=[O:30])[C:24]2[CH:29]=[CH:28][CH:27]=[CH:26][CH:25]=2)[CH2:9]1)[C:2]1[CH:3]=[CH:4][CH:5]=[CH:6][CH:7]=1. (3) The product is: [CH3:23][O:22][C:19](=[O:21])[CH2:20][C@:10]([NH:12][S@@:13]([C:15]([CH3:16])([CH3:18])[CH3:17])=[O:14])([C:6]1[CH:7]=[CH:8][CH:9]=[C:4]([N+:1]([O-:3])=[O:2])[CH:5]=1)[CH3:11]. Given the reactants [N+:1]([C:4]1[CH:5]=[C:6](/[C:10](=[N:12]/[S@@:13]([C:15]([CH3:18])([CH3:17])[CH3:16])=[O:14])/[CH3:11])[CH:7]=[CH:8][CH:9]=1)([O-:3])=[O:2].[C:19]([O:22][CH3:23])(=[O:21])[CH3:20], predict the reaction product. (4) Given the reactants C(O)(C)C.[Cl:5][C:6]1[CH:11]=[C:10]([Cl:12])[CH:9]=[CH:8][C:7]=1[CH:13]([CH3:30])[C:14]([C:20]1[CH:21]=[C:22]2[C:27](=[CH:28][CH:29]=1)[N:26]=[CH:25][CH:24]=[CH:23]2)([OH:19])[C:15]([F:18])([F:17])[F:16], predict the reaction product. The product is: [Cl:5][C:6]1[CH:11]=[C:10]([Cl:12])[CH:9]=[CH:8][C:7]=1[C@@H:13]([CH3:30])[C@:14]([C:20]1[CH:21]=[C:22]2[C:27](=[CH:28][CH:29]=1)[N:26]=[CH:25][CH:24]=[CH:23]2)([OH:19])[C:15]([F:18])([F:17])[F:16]. (5) Given the reactants COC1C=CC(C[NH:8][C:9]2[N:10]=[N:11][C:12]([C:19]3[CH:24]=[CH:23][C:22]([C:25]([F:28])([F:27])[F:26])=[CH:21][CH:20]=3)=[CH:13][C:14]=2[C:15]([F:18])([F:17])[F:16])=CC=1.OS(O)(=O)=O, predict the reaction product. The product is: [F:18][C:15]([F:16])([F:17])[C:14]1[CH:13]=[C:12]([C:19]2[CH:24]=[CH:23][C:22]([C:25]([F:28])([F:27])[F:26])=[CH:21][CH:20]=2)[N:11]=[N:10][C:9]=1[NH2:8]. (6) Given the reactants [N:1]([CH:4]([C:6]1[N:11]=[CH:10][C:9]([F:12])=[CH:8][N:7]=1)[CH3:5])=[N+]=[N-], predict the reaction product. The product is: [F:12][C:9]1[CH:8]=[N:7][C:6]([CH:4]([NH2:1])[CH3:5])=[N:11][CH:10]=1. (7) Given the reactants [NH2:1][C:2]([CH2:25][OH:26])([CH2:9][CH2:10][C:11]1[CH:16]=[CH:15][C:14]([CH2:17][CH2:18][CH2:19][CH2:20][CH2:21][CH2:22][CH2:23][CH3:24])=[CH:13][CH:12]=1)[CH2:3][O:4][P:5](=[O:8])([OH:7])[OH:6].C(N([CH2:43][C:44]([OH:46])=O)CC(O)=O)CN(CC(O)=O)CC(O)=O.B(O)(O)O.Cl, predict the reaction product. The product is: [OH:26][CH2:25][C:2]([N:1]1[CH2:12][C:11]2[C:43](=[CH:3][CH:2]=[CH:9][CH:10]=2)[C:44]1=[O:46])([CH2:9][CH2:10][C:11]1[CH:12]=[CH:13][C:14]([CH2:17][CH2:18][CH2:19][CH2:20][CH2:21][CH2:22][CH2:23][CH3:24])=[CH:15][CH:16]=1)[CH2:3][O:4][P:5](=[O:6])([OH:7])[OH:8]. (8) Given the reactants [C:1]1(/[C:7](/[C:17]2[CH:22]=[CH:21][C:20]([CH:23]=[CH:24][C:25](O)=[O:26])=[CH:19][CH:18]=2)=[C:8](/[C:11]2[CH:16]=[CH:15][CH:14]=[CH:13][CH:12]=2)\[CH2:9][CH3:10])[CH:6]=[CH:5][CH:4]=[CH:3][CH:2]=1.[F:28][C:29]([F:36])([F:35])[CH2:30][S:31]([NH2:34])(=[O:33])=[O:32], predict the reaction product. The product is: [C:1]1([C:7]([C:17]2[CH:22]=[CH:21][C:20]([CH:23]=[CH:24][C:25]([NH:34][S:31]([CH2:30][C:29]([F:36])([F:35])[F:28])(=[O:33])=[O:32])=[O:26])=[CH:19][CH:18]=2)=[C:8]([C:11]2[CH:16]=[CH:15][CH:14]=[CH:13][CH:12]=2)[CH2:9][CH3:10])[CH:2]=[CH:3][CH:4]=[CH:5][CH:6]=1. (9) Given the reactants O[CH2:2][C:3]([CH2:9][OH:10])([CH2:7][CH3:8])[C:4]([O-:6])=[O:5].[CH2:11](O)COCCO.[C:18](OCC1CCC(CO)CC1)(=[O:21])[CH:19]=[CH2:20].COC1C=CC(O)=CC=1.C([O-])(=O)CCCCCCCCCCC.C([O-])(=O)CCCCCCCCCCC.C([Sn+2]CCCC)CCC.CC(CCCCN=C=O)C(N=C=O)(C)C, predict the reaction product. The product is: [C:4]([O-:6])(=[O:5])[C:3]([CH3:7])=[CH2:2].[C:4]([O:6][CH3:11])(=[O:5])[C:3]([CH3:9])=[CH2:2].[C:18]([O:10][CH2:9][CH2:3][CH2:7][CH3:8])(=[O:21])[CH:19]=[CH2:20].